This data is from Peptide-MHC class I binding affinity with 185,985 pairs from IEDB/IMGT. The task is: Regression. Given a peptide amino acid sequence and an MHC pseudo amino acid sequence, predict their binding affinity value. This is MHC class I binding data. The binding affinity (normalized) is 0.594. The peptide sequence is SQGRGWFLL. The MHC is HLA-A02:16 with pseudo-sequence HLA-A02:16.